Dataset: Forward reaction prediction with 1.9M reactions from USPTO patents (1976-2016). Task: Predict the product of the given reaction. (1) Given the reactants Cl.[OH:2][C:3]1[C:4]([O:20][CH3:21])=[C:5]([C:10](=[O:19])[CH2:11][NH:12][C:13]2([CH3:18])[CH2:17][CH2:16][CH2:15][CH2:14]2)[CH:6]=[CH:7][C:8]=1[OH:9].C[OH:23], predict the reaction product. The product is: [OH:19][CH:10]([C:5]1[C:4]([O:20][CH3:21])=[C:3]([OH:2])[C:8]([OH:9])=[CH:7][CH:6]=1)[CH2:11][NH:12][C:13]1([CH3:18])[CH2:14][CH2:15][CH2:16][CH2:17]1.[C:10]([O-:19])(=[O:23])[C:5]1[CH:4]=[CH:3][CH:8]=[CH:7][CH:6]=1. (2) Given the reactants [C:1]([O:5][C:6](=[O:19])[NH:7][C@@H:8]([C@@H:16]1[CH2:18][O:17]1)[CH2:9][C:10]1[CH:15]=[CH:14][CH:13]=[CH:12][CH:11]=1)([CH3:4])([CH3:3])[CH3:2].[F:20][C:21]1[CH:26]=[CH:25][C:24]([C@@H:27]2[CH2:31][CH2:30][CH2:29][NH:28]2)=[CH:23][CH:22]=1, predict the reaction product. The product is: [C:1]([O:5][C:6](=[O:19])[NH:7][C@H:8]([CH2:9][C:10]1[CH:15]=[CH:14][CH:13]=[CH:12][CH:11]=1)[C@@H:16]([OH:17])[CH2:18][N:28]1[CH2:29][CH2:30][CH2:31][C@H:27]1[C:24]1[CH:25]=[CH:26][C:21]([F:20])=[CH:22][CH:23]=1)([CH3:4])([CH3:3])[CH3:2]. (3) Given the reactants [Cl:1][C:2]1[CH:3]=[CH:4][C:5]([NH:18][CH2:19][CH:20]2[CH2:25]CNCC2)=[C:6]([CH:17]=1)[C:7]([NH:9][C:10]1[CH:15]=[CH:14][C:13]([Cl:16])=[CH:12][N:11]=1)=[O:8].Cl[C:27]1[CH:32]=[CH:31][N:30]=[C:29]([C:33]([OH:35])=[O:34])[CH:28]=1.[CH2:36]([N:38](CC)CC)[CH3:37].[CH2:43](O)C, predict the reaction product. The product is: [C:33]([C:29]1[CH:28]=[C:27]([N:38]2[CH2:25][CH2:20][CH:19]([N:18]([CH3:43])[C:5]3[CH:4]=[CH:3][C:2]([Cl:1])=[CH:17][C:6]=3[C:7]([NH:9][C:10]3[CH:15]=[CH:14][C:13]([Cl:16])=[CH:12][N:11]=3)=[O:8])[CH2:37][CH2:36]2)[CH:32]=[CH:31][N:30]=1)([OH:35])=[O:34]. (4) Given the reactants [Cl:1][C:2]1[CH:3]=[C:4]([N:10]2[C:14]([CH3:15])=[C:13]([O:16][C:17]3[CH:26]=[CH:25][C:20]([C:21]([NH:23][NH2:24])=[O:22])=[CH:19][CH:18]=3)[C:12]([CH3:27])=[N:11]2)[CH:5]=[CH:6][C:7]=1[C:8]#[N:9].[CH:28]1([C:31](O)=O)[CH2:30][CH2:29]1, predict the reaction product. The product is: [Cl:1][C:2]1[CH:3]=[C:4]([N:10]2[C:14]([CH3:15])=[C:13]([O:16][C:17]3[CH:26]=[CH:25][C:20]([C:21]4[O:22][C:31]([CH:28]5[CH2:30][CH2:29]5)=[N:24][N:23]=4)=[CH:19][CH:18]=3)[C:12]([CH3:27])=[N:11]2)[CH:5]=[CH:6][C:7]=1[C:8]#[N:9].